Dataset: Catalyst prediction with 721,799 reactions and 888 catalyst types from USPTO. Task: Predict which catalyst facilitates the given reaction. Reactant: Br[C:2]1[CH:7]=[C:6]([O:8][C:9]([F:12])([F:11])[F:10])[CH:5]=[C:4]([O:13][CH:14]([CH3:16])[CH3:15])[CH:3]=1.[CH3:17][NH2:18].C1COCC1.C(Cl)(Cl)Cl.C1C=CC(P(C2C(C3C(P(C4C=CC=CC=4)C4C=CC=CC=4)=CC=C4C=3C=CC=C4)=C3C(C=CC=C3)=CC=2)C2C=CC=CC=2)=CC=1.C([O-])([O-])=O.[Cs+].[Cs+]. Product: [CH:14]([O:13][C:4]1[CH:3]=[C:2]([CH:7]=[C:6]([O:8][C:9]([F:12])([F:11])[F:10])[CH:5]=1)[NH:18][CH3:17])([CH3:16])[CH3:15]. The catalyst class is: 187.